From a dataset of Catalyst prediction with 721,799 reactions and 888 catalyst types from USPTO. Predict which catalyst facilitates the given reaction. Reactant: [N:1]1[CH:6]=[CH:5][CH:4]=[N:3][C:2]=1[CH2:7][CH2:8][CH2:9]/[CH:10]=[CH:11]/[S:12]([N:15]1[CH2:20][CH2:19][N:18]([C:21]2[N:26]=[CH:25][C:24]([O:27][CH2:28][C:29]([F:32])([F:31])[F:30])=[CH:23][N:22]=2)[CH2:17][CH2:16]1)(=[O:14])=[O:13].[NH2:33][OH:34].[NH4+].[Cl-]. Product: [OH:34][NH:33][CH:10]([CH2:9][CH2:8][CH2:7][C:2]1[N:1]=[CH:6][CH:5]=[CH:4][N:3]=1)[CH2:11][S:12]([N:15]1[CH2:20][CH2:19][N:18]([C:21]2[N:22]=[CH:23][C:24]([O:27][CH2:28][C:29]([F:30])([F:31])[F:32])=[CH:25][N:26]=2)[CH2:17][CH2:16]1)(=[O:14])=[O:13]. The catalyst class is: 1.